From a dataset of Forward reaction prediction with 1.9M reactions from USPTO patents (1976-2016). Predict the product of the given reaction. (1) The product is: [Br:1][C:2]1[C:3](=[O:26])[N:4]([CH2:18][CH2:19][C:20]2[CH:25]=[CH:24][CH:23]=[CH:22][CH:21]=2)[C:5]([C:9]2[CH:14]=[CH:13][CH:12]=[C:11]([OH:15])[C:10]=2[F:17])=[N:6][C:7]=1[CH3:8]. Given the reactants [Br:1][C:2]1[C:3](=[O:26])[N:4]([CH2:18][CH2:19][C:20]2[CH:25]=[CH:24][CH:23]=[CH:22][CH:21]=2)[C:5]([C:9]2[CH:14]=[CH:13][CH:12]=[C:11]([O:15]C)[C:10]=2[F:17])=[N:6][C:7]=1[CH3:8].B(Br)(Br)Br, predict the reaction product. (2) The product is: [NH2:31][C:29]1[C:28]2[N:27]=[CH:26][C:25]([CH2:32][CH2:33][C:34]3[CH:39]=[CH:38][C:37]([O:40][CH2:41][CH2:42][N:43]4[CH2:48][CH2:47][N:46]([CH2:2][CH2:3][CH2:4][NH:5][C:6](=[O:17])[CH2:7][O:8][NH2:9])[CH2:45][CH2:44]4)=[CH:36][C:35]=3[CH3:49])=[CH:24][C:23]=2[C:22]2[CH:50]=[CH:51][C:19]([CH3:18])=[CH:20][C:21]=2[N:30]=1. Given the reactants Br[CH2:2][CH2:3][CH2:4][NH:5][C:6](=[O:17])[CH2:7][O:8][NH:9]C(=O)OC(C)(C)C.[CH3:18][C:19]1[CH:51]=[CH:50][C:22]2=[C:23]3[C:28](=[C:29]([NH2:31])[N:30]=[C:21]2[CH:20]=1)[N:27]=[CH:26][C:25]([CH2:32][CH2:33][C:34]1[CH:39]=[CH:38][C:37]([O:40][CH2:41][CH2:42][N:43]2[CH2:48][CH2:47][NH:46][CH2:45][CH2:44]2)=[CH:36][C:35]=1[CH3:49])=[CH:24]3.C(=O)([O-])[O-].[K+].[K+].C(O)(C(F)(F)F)=O, predict the reaction product. (3) Given the reactants [CH3:1][C:2]1[C:10]([NH:11][S:12]([C:15]2[S:16][CH:17]=[CH:18][CH:19]=2)(=[O:14])=[O:13])=[C:9]2[C:5]([CH:6]=[C:7]([C:20]([O:22]CC)=[O:21])[NH:8]2)=[CH:4][CH:3]=1.CO.[OH-].[K+].C(O)(=O)CC(CC(O)=O)(C(O)=O)O, predict the reaction product. The product is: [CH3:1][C:2]1[C:10]([NH:11][S:12]([C:15]2[S:16][CH:17]=[CH:18][CH:19]=2)(=[O:14])=[O:13])=[C:9]2[C:5]([CH:6]=[C:7]([C:20]([OH:22])=[O:21])[NH:8]2)=[CH:4][CH:3]=1. (4) Given the reactants [CH2:1]([Sn:5](C1C=CC=CC=1)([C:12]1[CH:17]=[CH:16][CH:15]=[CH:14][CH:13]=1)[C:6]1[CH:11]=[CH:10][CH:9]=[CH:8][CH:7]=1)[CH2:2][CH2:3][CH3:4].[I:24]I, predict the reaction product. The product is: [CH2:1]([Sn:5]([I:24])([C:12]1[CH:17]=[CH:16][CH:15]=[CH:14][CH:13]=1)[C:6]1[CH:11]=[CH:10][CH:9]=[CH:8][CH:7]=1)[CH2:2][CH2:3][CH3:4]. (5) Given the reactants [CH3:1][NH:2][CH3:3].C1COCC1.Br[CH2:10][C:11]1[N:16]=[C:15]([C:17]([F:20])([F:19])[F:18])[N:14]=[C:13]([C:21]([O:23]CC)=[O:22])[CH:12]=1.O.[OH-].[Li+], predict the reaction product. The product is: [CH3:1][N:2]([CH2:10][C:11]1[N:16]=[C:15]([C:17]([F:20])([F:18])[F:19])[N:14]=[C:13]([C:21]([OH:23])=[O:22])[CH:12]=1)[CH3:3].